This data is from Reaction yield outcomes from USPTO patents with 853,638 reactions. The task is: Predict the reaction yield, written as a fraction of the theoretical maximum amount of product (1.0 means a 100% yield; for example, 0.34 means a 34% yield). (1) The reactants are [Cl:1][C:2]1[CH:3]=[C:4]2[C:10]3([CH2:15][CH2:14][N:13](C(OC(C)(C)C)=O)[CH2:12][CH2:11]3)[CH2:9][N:8]([C:23]3[C:24]4[C@H:31]([CH3:32])[CH2:30][CH2:29][C:25]=4[N:26]=[CH:27][N:28]=3)[C:5]2=[CH:6][CH:7]=1.[ClH:33]. The catalyst is C(Cl)Cl.O1CCOCC1. The product is [ClH:1].[ClH:33].[Cl:1][C:2]1[CH:3]=[C:4]2[C:10]3([CH2:15][CH2:14][NH:13][CH2:12][CH2:11]3)[CH2:9][N:8]([C:23]3[C:24]4[C@H:31]([CH3:32])[CH2:30][CH2:29][C:25]=4[N:26]=[CH:27][N:28]=3)[C:5]2=[CH:6][CH:7]=1. The yield is 0.730. (2) The reactants are [F:1][C:2]([F:22])([F:21])[CH2:3][S:4][C:5]1[CH:10]=[C:9]([C:11]2[C:12]([C:16]([F:19])([F:18])[F:17])=[N:13][NH:14][CH:15]=2)[CH:8]=[CH:7][C:6]=1[CH3:20].ClC1C=CC=C(C(OO)=[O:31])C=1.S([O-])([O-])=O.[Na+].[Na+]. The catalyst is C(Cl)(Cl)Cl. The product is [F:22][C:2]([F:1])([F:21])[CH2:3][S:4]([C:5]1[CH:10]=[C:9]([C:11]2[C:12]([C:16]([F:17])([F:18])[F:19])=[N:13][NH:14][CH:15]=2)[CH:8]=[CH:7][C:6]=1[CH3:20])=[O:31]. The yield is 0.371. (3) The reactants are C(N(CC)CC)C.[CH:8]([C:10]1[C:18]2[C:13](=[CH:14][CH:15]=[CH:16][CH:17]=2)[N:12](C(OC(C)(C)C)=O)[CH:11]=1)=[O:9].[CH3:26][O:27][C:28]1[N:33]=[C:32]([N:34]=[CH:35][C:36]2[CH:44]=[C:39]3[CH:40]=[CH:41][CH:42]=[CH:43][N:38]3[N:37]=2)[CH:31]=[N:30][CH:29]=1. The catalyst is [Cl-].C([N+]1C(C)=C(CCO)SC=1)C1C=CC=CC=1.C(O)C. The product is [NH:12]1[C:13]2[C:18](=[CH:17][CH:16]=[CH:15][CH:14]=2)[C:10]([C:8](=[O:9])[CH:35]([NH:34][C:32]2[CH:31]=[N:30][CH:29]=[C:28]([O:27][CH3:26])[N:33]=2)[C:36]2[CH:44]=[C:39]3[CH:40]=[CH:41][CH:42]=[CH:43][N:38]3[N:37]=2)=[CH:11]1. The yield is 0.0200. (4) The reactants are [C:1]([C:4]1[S:5][CH:6]=[C:7]([C:9]([OH:11])=O)[N:8]=1)(=[O:3])[CH3:2].[NH2:12][C@@H:13]([CH3:29])[CH2:14][N:15]1[CH:19]=[CH:18][C:17]([C:20]2[CH:27]=[CH:26][C:23]([C:24]#[N:25])=[C:22]([Cl:28])[CH:21]=2)=[N:16]1. No catalyst specified. The product is [C:1]([C:4]1[S:5][CH:6]=[C:7]([C:9]([NH:12][C@@H:13]([CH3:29])[CH2:14][N:15]2[CH:19]=[CH:18][C:17]([C:20]3[CH:27]=[CH:26][C:23]([C:24]#[N:25])=[C:22]([Cl:28])[CH:21]=3)=[N:16]2)=[O:11])[N:8]=1)(=[O:3])[CH3:2]. The yield is 0.930.